From a dataset of Catalyst prediction with 721,799 reactions and 888 catalyst types from USPTO. Predict which catalyst facilitates the given reaction. (1) Reactant: [CH2:1]([S:7][C:8]1[N:13]=[C:12]([CH:14]=O)[CH:11]=[C:10]([CH3:16])[N:9]=1)[CH2:2][CH2:3][CH2:4][CH2:5][CH3:6].[NH:17]1[CH2:21][CH2:20][CH2:19][CH2:18]1.C([BH3-])#N.[Na+]. Product: [CH2:1]([S:7][C:8]1[N:9]=[C:10]([CH3:16])[CH:11]=[C:12]([CH2:14][N:17]2[CH2:21][CH2:20][CH2:19][CH2:18]2)[N:13]=1)[CH2:2][CH2:3][CH2:4][CH2:5][CH3:6]. The catalyst class is: 212. (2) Reactant: I([O-])(=O)(=O)=[O:2].[Na+].[Cl:7][C:8]1[CH:13]=[CH:12][CH:11]=[CH:10][C:9]=1[N:14]1[C:23](=[O:24])[C:22]2[C:17](=[CH:18][CH:19]=[C:20]([F:25])[CH:21]=2)[N:16]=[C:15]1[CH:26]=CN(C)C. Product: [Cl:7][C:8]1[CH:13]=[CH:12][CH:11]=[CH:10][C:9]=1[N:14]1[C:23](=[O:24])[C:22]2[C:17](=[CH:18][CH:19]=[C:20]([F:25])[CH:21]=2)[N:16]=[C:15]1[CH:26]=[O:2]. The catalyst class is: 7. (3) Reactant: [NH2:1][C:2]1[CH:7]=[CH:6][C:5]([C:8](=[O:10])[CH3:9])=[CH:4][CH:3]=1.[H-].[Na+].Br[C:14]1[S:15][C:16]([C:19]([N:21]([C:31]2[CH:36]=[CH:35][C:34]([F:37])=[CH:33][C:32]=2[F:38])[CH2:22][C:23]2[CH:28]=[CH:27][C:26]([O:29][CH3:30])=[CH:25][CH:24]=2)=[O:20])=[CH:17][N:18]=1. Product: [C:8]([C:5]1[CH:6]=[CH:7][C:2]([NH:1][C:14]2[S:15][C:16]([C:19]([N:21]([C:31]3[CH:36]=[CH:35][C:34]([F:37])=[CH:33][C:32]=3[F:38])[CH2:22][C:23]3[CH:28]=[CH:27][C:26]([O:29][CH3:30])=[CH:25][CH:24]=3)=[O:20])=[CH:17][N:18]=2)=[CH:3][CH:4]=1)(=[O:10])[CH3:9]. The catalyst class is: 1. (4) Reactant: [CH:1]1([N:4]([CH:30]2[CH2:32][CH2:31]2)[C:5]([C:7]2[N:27]([CH2:28][CH3:29])[C:10]3=[N:11][C:12]([NH:19]/[C:20](/SC)=[CH:21]/[C:22](=O)[CH3:23])=[C:13]4[N:17]=[CH:16][N:15]([CH3:18])[C:14]4=[C:9]3[CH:8]=2)=[O:6])[CH2:3][CH2:2]1.[CH3:33][N:34](C(OCCCC)=O)[NH2:35].C(O)=O. Product: [CH:1]1([N:4]([CH:30]2[CH2:31][CH2:32]2)[C:5]([C:7]2[N:27]([CH2:28][CH3:29])[C:10]3=[N:11][C:12]([NH:19][C:20]4[CH:21]=[C:22]([CH3:23])[N:34]([CH3:33])[N:35]=4)=[C:13]4[N:17]=[CH:16][N:15]([CH3:18])[C:14]4=[C:9]3[CH:8]=2)=[O:6])[CH2:3][CH2:2]1. The catalyst class is: 15. (5) Product: [Cl:1][C:2]1[N:7]=[C:6]([NH:25][C:24]2[CH:26]=[CH:27][CH:28]=[C:22]([N:19]3[CH2:20][CH2:21][O:16][CH2:17][CH2:18]3)[CH:23]=2)[C:5]([Cl:9])=[CH:4][N:3]=1. Reactant: [Cl:1][C:2]1[N:7]=[C:6](Cl)[C:5]([Cl:9])=[CH:4][N:3]=1.C(=O)([O-])[O-].[K+].[K+].[O:16]1[CH2:21][CH2:20][N:19]([C:22]2[CH:23]=[C:24]([CH:26]=[CH:27][CH:28]=2)[NH2:25])[CH2:18][CH2:17]1.O. The catalyst class is: 217. (6) Product: [C:2]1([OH:11])[CH:7]=[CH:6][CH:5]=[CH:4][CH:3]=1.[OH:11][CH2:12][C:13](=[O:15])[CH3:14]. The catalyst class is: 21. Reactant: O.[C:2]1(C(C)C)[CH:7]=[CH:6][CH:5]=[CH:4][CH:3]=1.[OH:11][CH2:12][C:13](=[O:15])[CH3:14]. (7) Reactant: [F:1][C:2]([F:41])([F:40])[C:3]1[CH:4]=[C:5]([CH:13]([C:35]2[N:36]=[N:37][NH:38][N:39]=2)[N:14]2[C:23]3[C:18](=[CH:19][CH:20]=[C:21]([C:24]([F:27])([F:26])[F:25])[CH:22]=3)[N:17]([C:28]([O:30][CH2:31][CH3:32])=[O:29])[CH:16]([CH2:33][CH3:34])[CH2:15]2)[CH:6]=[C:7]([C:9]([F:12])([F:11])[F:10])[CH:8]=1.C(C1CNC2C(=CC=CC=2)N1)C.CCN(C(C)C)C(C)C.Br[CH2:64][CH2:65][C:66]([O:68][CH3:69])=[O:67]. Product: [F:41][C:2]([F:1])([F:40])[C:3]1[CH:4]=[C:5]([CH:13]([C:35]2[N:36]=[N:37][N:38]([CH2:64][CH2:65][C:66]([O:68][CH3:69])=[O:67])[N:39]=2)[N:14]2[C:23]3[C:18](=[CH:19][CH:20]=[C:21]([C:24]([F:25])([F:26])[F:27])[CH:22]=3)[N:17]([C:28]([O:30][CH2:31][CH3:32])=[O:29])[CH:16]([CH2:33][CH3:34])[CH2:15]2)[CH:6]=[C:7]([C:9]([F:12])([F:11])[F:10])[CH:8]=1. The catalyst class is: 68. (8) Reactant: [F:1][C:2]([F:25])([F:24])[C:3]1[CH:4]=[C:5]([CH:21]=[CH:22][CH:23]=1)[CH2:6][CH:7]1[S:11][C:10](=[N:12][C:13]2[CH:18]=[CH:17][C:16]([CH3:19])=[CH:15][CH:14]=2)[NH:9][C:8]1=[O:20].[C:26](=O)([O-])[O-].[Na+].[Na+].CI. Product: [F:25][C:2]([F:1])([F:24])[C:3]1[CH:4]=[C:5]([CH:21]=[CH:22][CH:23]=1)[CH2:6][CH:7]1[S:11][C:10](=[N:12][C:13]2[CH:14]=[CH:15][C:16]([CH3:19])=[CH:17][CH:18]=2)[N:9]([CH3:26])[C:8]1=[O:20]. The catalyst class is: 174. (9) Reactant: C[O:2][C:3]([C:5]1[CH:9]=[C:8]([C:10]2[CH:15]=[CH:14][CH:13]=[C:12]([N+:16]([O-:18])=[O:17])[C:11]=2[O:19][CH3:20])[O:7][C:6]=1[CH3:21])=[O:4].[OH-].[Na+]. Product: [CH3:20][O:19][C:11]1[C:12]([N+:16]([O-:18])=[O:17])=[CH:13][CH:14]=[CH:15][C:10]=1[C:8]1[O:7][C:6]([CH3:21])=[C:5]([C:3]([OH:4])=[O:2])[CH:9]=1. The catalyst class is: 5.